From a dataset of Reaction yield outcomes from USPTO patents with 853,638 reactions. Predict the reaction yield, written as a fraction of the theoretical maximum amount of product (1.0 means a 100% yield; for example, 0.34 means a 34% yield). The reactants are [NH2:1][C:2]1[N:7]=[CH:6][N:5]=[C:4]2[N:8]([CH2:12][C:13]3[O:14][C:15]4[C:20]([C:21](=[O:29])[C:22]=3[C:23]3[CH:28]=[CH:27][CH:26]=[CH:25][CH:24]=3)=[CH:19][CH:18]=[CH:17][CH:16]=4)[N:9]=[C:10](I)[C:3]=12.[CH2:30]([OH:33])[C:31]#[CH:32].ClCCl. The catalyst is C1COCC1.[Cu]I. The product is [NH2:1][C:2]1[N:7]=[CH:6][N:5]=[C:4]2[N:8]([CH2:12][C:13]3[O:14][C:15]4[C:20]([C:21](=[O:29])[C:22]=3[C:23]3[CH:28]=[CH:27][CH:26]=[CH:25][CH:24]=3)=[CH:19][CH:18]=[CH:17][CH:16]=4)[N:9]=[C:10]([C:32]#[C:31][CH2:30][OH:33])[C:3]=12. The yield is 0.770.